From a dataset of Forward reaction prediction with 1.9M reactions from USPTO patents (1976-2016). Predict the product of the given reaction. (1) Given the reactants [Br:1][C:2]1[C:11]2[C:6](=[CH:7][CH:8]=[CH:9][CH:10]=2)[CH:5]=[CH:4][C:3]=1[CH:12]=[O:13].C(N(CC)CC)C.[CH2:21]([O:23][P:24]([O-:28])[O:25][CH2:26][CH3:27])[CH3:22], predict the reaction product. The product is: [CH2:21]([O:23][P:24]([CH:12]([C:3]1[CH:4]=[CH:5][C:6]2[C:11](=[CH:10][CH:9]=[CH:8][CH:7]=2)[C:2]=1[Br:1])[OH:13])(=[O:28])[O:25][CH2:26][CH3:27])[CH3:22]. (2) Given the reactants [CH3:1][O:2][CH2:3][C:4]1[CH:5]=[C:6]([C:10]([C:12]2[N:16]([CH3:17])[N:15]=[N:14][N:13]=2)=O)[CH:7]=[CH:8][CH:9]=1.Cl.[NH2:19][OH:20], predict the reaction product. The product is: [OH:20][N:19]=[C:10]([C:6]1[CH:7]=[CH:8][CH:9]=[C:4]([CH2:3][O:2][CH3:1])[CH:5]=1)[C:12]1[N:16]([CH3:17])[N:15]=[N:14][N:13]=1. (3) Given the reactants [NH2:1][CH2:2][C:3]1[C:4]([NH:19][C@H:20]([C:22]2[CH:27]=[CH:26][C:25]([F:28])=[CH:24][CH:23]=2)[CH3:21])=[N:5][C:6]([NH:10][C:11]2[CH:15]=[C:14]([CH:16]3[CH2:18][CH2:17]3)[NH:13][N:12]=2)=[C:7]([F:9])[CH:8]=1.[CH3:29][S:30](O)(=[O:32])=[O:31].CCN(C(C)C)C(C)C, predict the reaction product. The product is: [CH:16]1([C:14]2[NH:13][N:12]=[C:11]([NH:10][C:6]3[N:5]=[C:4]([NH:19][C@H:20]([C:22]4[CH:23]=[CH:24][C:25]([F:28])=[CH:26][CH:27]=4)[CH3:21])[C:3]([CH2:2][NH:1][S:30]([CH3:29])(=[O:32])=[O:31])=[CH:8][C:7]=3[F:9])[CH:15]=2)[CH2:18][CH2:17]1. (4) The product is: [C:14]1([CH2:13][CH2:12][C:4](=[O:3])[CH2:9][CH2:10][CH3:11])[CH:19]=[CH:18][CH:17]=[CH:16][CH:15]=1. Given the reactants [OH-].[Na+].[OH:3][C:4]([CH2:12][CH2:13][C:14]1[CH:19]=[CH:18][CH:17]=[CH:16][CH:15]=1)([CH2:9][CH2:10][CH3:11])CC(O)=O.Cl, predict the reaction product. (5) Given the reactants C1(P(C2C=CC=CC=2)C2C=CC=CC=2)C=CC=CC=1.II.C(N(CC)CC)C.[CH:29]1([CH2:35][CH2:36][CH2:37][C@@H:38]([C:47]([NH:49][CH:50]([C:54]([O:56][CH3:57])=[O:55])[C:51](=[O:53])[CH3:52])=O)[CH2:39][C:40]([O:42][C:43]([CH3:46])([CH3:45])[CH3:44])=[O:41])[CH2:34][CH2:33][CH2:32][CH2:31][CH2:30]1, predict the reaction product. The product is: [C:43]([O:42][C:40](=[O:41])[CH2:39][C@H:38]([C:47]1[O:53][C:51]([CH3:52])=[C:50]([C:54]([O:56][CH3:57])=[O:55])[N:49]=1)[CH2:37][CH2:36][CH2:35][CH:29]1[CH2:34][CH2:33][CH2:32][CH2:31][CH2:30]1)([CH3:44])([CH3:46])[CH3:45].